Dataset: TCR-epitope binding with 47,182 pairs between 192 epitopes and 23,139 TCRs. Task: Binary Classification. Given a T-cell receptor sequence (or CDR3 region) and an epitope sequence, predict whether binding occurs between them. (1) The epitope is LEPLVDLPI. The TCR CDR3 sequence is CASSSPIGSGNTIYF. Result: 1 (the TCR binds to the epitope). (2) The epitope is NLNESLIDL. The TCR CDR3 sequence is CASSPLGAGASYNEQFF. Result: 1 (the TCR binds to the epitope). (3) The epitope is TLIGDCATV. The TCR CDR3 sequence is CASRDRGSYDSQYF. Result: 1 (the TCR binds to the epitope). (4) The epitope is TTLPVNVAF. The TCR CDR3 sequence is CAIRGESTDTQYF. Result: 0 (the TCR does not bind to the epitope). (5) The epitope is EPLPQGQLTAY. The TCR CDR3 sequence is CASSYWGEQYF. Result: 0 (the TCR does not bind to the epitope). (6) The epitope is EILDITPCSF. The TCR CDR3 sequence is CATSDPNTGELFF. Result: 1 (the TCR binds to the epitope).